This data is from Catalyst prediction with 721,799 reactions and 888 catalyst types from USPTO. The task is: Predict which catalyst facilitates the given reaction. Reactant: [Cl:1][C:2]1[CH:3]=[C:4]2[C:8](=[CH:9][CH:10]=1)[N:7]([CH2:11][CH2:12][N:13]1[CH2:18][CH2:17][NH:16][CH2:15][CH2:14]1)[C:6]([CH2:19][N:20]1[C:24]3=[CH:25][N:26]=[CH:27][CH:28]=[C:23]3[C:22]3([CH2:30][CH2:29]3)[C:21]1=[O:31])=[CH:5]2.C(N(CC)CC)C.[C:39](OC(=O)C)(=[O:41])[CH3:40]. Product: [C:39]([N:16]1[CH2:15][CH2:14][N:13]([CH2:12][CH2:11][N:7]2[C:8]3[C:4](=[CH:3][C:2]([Cl:1])=[CH:10][CH:9]=3)[CH:5]=[C:6]2[CH2:19][N:20]2[C:24]3=[CH:25][N:26]=[CH:27][CH:28]=[C:23]3[C:22]3([CH2:30][CH2:29]3)[C:21]2=[O:31])[CH2:18][CH2:17]1)(=[O:41])[CH3:40]. The catalyst class is: 4.